This data is from Peptide-MHC class I binding affinity with 185,985 pairs from IEDB/IMGT. The task is: Regression. Given a peptide amino acid sequence and an MHC pseudo amino acid sequence, predict their binding affinity value. This is MHC class I binding data. (1) The peptide sequence is KSVGVERTM. The MHC is HLA-B18:01 with pseudo-sequence HLA-B18:01. The binding affinity (normalized) is 0.0847. (2) The peptide sequence is VLSIVSLFPL. The MHC is HLA-A02:17 with pseudo-sequence HLA-A02:17. The binding affinity (normalized) is 0.808. (3) The binding affinity (normalized) is 0. The peptide sequence is VIDTLTCGFA. The MHC is Mamu-A02 with pseudo-sequence Mamu-A02. (4) The peptide sequence is QRIREVLRTEL. The MHC is Mamu-A07 with pseudo-sequence Mamu-A07. The binding affinity (normalized) is 0. (5) The peptide sequence is LPVYLMTLM. The MHC is HLA-B53:01 with pseudo-sequence HLA-B53:01. The binding affinity (normalized) is 0.710.